The task is: Predict which catalyst facilitates the given reaction.. This data is from Catalyst prediction with 721,799 reactions and 888 catalyst types from USPTO. (1) Reactant: [C:1]([O:9][CH2:10][C:11]1[CH:12]=[N+:13]([O-])[C:14]([CH3:17])=[CH:15][CH:16]=1)(=[O:8])[C:2]1[CH:7]=[CH:6][CH:5]=[CH:4][CH:3]=1.FC(F)(F)C(OC(=O)C(F)(F)F)=[O:22]. Product: [C:1]([O:9][CH2:10][C:11]1[CH:12]=[N:13][C:14]([CH2:17][OH:22])=[CH:15][CH:16]=1)(=[O:8])[C:2]1[CH:7]=[CH:6][CH:5]=[CH:4][CH:3]=1. The catalyst class is: 3. (2) Reactant: [C:1](Cl)(=[O:3])[CH3:2].[CH2:5]([O:12][C:13]1[CH:18]=[C:17]([O:19][CH2:20][C:21]2[CH:26]=[CH:25][CH:24]=[CH:23][CH:22]=2)[C:16]([Cl:27])=[CH:15][C:14]=1[C:28]1[O:32][N:31]=[C:30]([C:33]([NH:35][CH2:36][CH3:37])=[O:34])[C:29]=1[NH2:38])[C:6]1[CH:11]=[CH:10][CH:9]=[CH:8][CH:7]=1. Product: [CH2:36]([NH:35][C:33]([C:30]1[C:29]([NH:38][C:1](=[O:3])[CH3:2])=[C:28]([C:14]2[CH:15]=[C:16]([Cl:27])[C:17]([O:19][CH2:20][C:21]3[CH:26]=[CH:25][CH:24]=[CH:23][CH:22]=3)=[CH:18][C:13]=2[O:12][CH2:5][C:6]2[CH:7]=[CH:8][CH:9]=[CH:10][CH:11]=2)[O:32][N:31]=1)=[O:34])[CH3:37]. The catalyst class is: 2. (3) Reactant: [Cl:1][C:2]1[CH:17]=[CH:16][C:15]([C@H:18]2[C@H:23]([OH:24])[C@@H:22]([OH:25])[C@H:21]([OH:26])[C@@H:20]([CH2:27][OH:28])[O:19]2)=[CH:14][C:3]=1[CH2:4][C:5]1[CH:10]=[CH:9][C:8]([C:11](=O)[CH3:12])=[CH:7][CH:6]=1.N1C=CC=CC=1.C([O-])(=O)C.[Na+].Cl.[CH3:41][O:42][NH2:43]. Product: [CH3:41][O:42][N:43]=[C:11]([C:8]1[CH:9]=[CH:10][C:5]([CH2:4][C:3]2[CH:14]=[C:15]([C@H:18]3[C@H:23]([OH:24])[C@@H:22]([OH:25])[C@H:21]([OH:26])[C@@H:20]([CH2:27][OH:28])[O:19]3)[CH:16]=[CH:17][C:2]=2[Cl:1])=[CH:6][CH:7]=1)[CH3:12]. The catalyst class is: 8.